From a dataset of Full USPTO retrosynthesis dataset with 1.9M reactions from patents (1976-2016). Predict the reactants needed to synthesize the given product. Given the product [CH3:1][O:2][C:3]1[C:11]2[C:6](=[CH:7][C:8]([CH:12]([C:18]3[CH:23]=[CH:22][CH:21]=[CH:20][N:19]=3)[CH2:13][C:14]([NH:16][CH3:17])=[O:15])=[CH:9][CH:10]=2)[NH:5][N:4]=1, predict the reactants needed to synthesize it. The reactants are: [CH3:1][O:2][C:3]1[C:11]2[C:6](=[CH:7][C:8]([C:12]([C:18]3[CH:23]=[CH:22][CH:21]=[CH:20][N:19]=3)=[CH:13][C:14]([NH:16][CH3:17])=[O:15])=[CH:9][CH:10]=2)[NH:5][N:4]=1.N1C2C(=CC=CC=2C(C2C=CC=CC=2)CC(NC)=O)C=C1.